From a dataset of Full USPTO retrosynthesis dataset with 1.9M reactions from patents (1976-2016). Predict the reactants needed to synthesize the given product. Given the product [C:18]([O:17][C:15]([N:8]1[C:9]2[C:5](=[CH:4][CH:3]=[C:2]([Cl:1])[CH:10]=2)[C:6]([CH2:11][OH:12])([CH2:13][OH:14])[CH2:7]1)=[O:16])([CH3:21])([CH3:20])[CH3:19], predict the reactants needed to synthesize it. The reactants are: [Cl:1][C:2]1[CH:10]=[C:9]2[C:5]([C:6]([CH2:13][OH:14])([CH2:11][OH:12])[CH2:7][NH:8]2)=[CH:4][CH:3]=1.[C:15](O[C:15]([O:17][C:18]([CH3:21])([CH3:20])[CH3:19])=[O:16])([O:17][C:18]([CH3:21])([CH3:20])[CH3:19])=[O:16].